Dataset: Retrosynthesis with 50K atom-mapped reactions and 10 reaction types from USPTO. Task: Predict the reactants needed to synthesize the given product. (1) Given the product COc1ccc(C2=NN(C3CCN(C(=O)[C@@H](Cc4ccc(F)cc4)NC(=O)c4c[nH]c5c(-c6c(OCC7CC7)ccc7c6OCO7)ncnc45)CC3)C(=O)C(C)(C)C2)cc1OC, predict the reactants needed to synthesize it. The reactants are: COc1ccc(C2=NN(C3CCN(C(=O)[C@H](N)Cc4ccc(F)cc4)CC3)C(=O)C(C)(C)C2)cc1OC.O=C(O)c1c[nH]c2c(-c3c(OCC4CC4)ccc4c3OCO4)ncnc12. (2) The reactants are: CI.Cc1nc2c(OCc3ccccc3)cc(CO)cc2n1C. Given the product COCc1cc(OCc2ccccc2)c2nc(C)n(C)c2c1, predict the reactants needed to synthesize it. (3) The reactants are: CCN(CC)CCOc1cccc(N)c1.O=C(Cc1cccs1)Nc1cccc(-c2ncsc2-c2ccnc(Cl)n2)c1. Given the product CCN(CC)CCOc1cccc(Nc2nccc(-c3scnc3-c3cccc(NC(=O)Cc4cccs4)c3)n2)c1, predict the reactants needed to synthesize it. (4) The reactants are: CC(=O)Oc1ccccc1C(=O)O.COc1cc(CC(=O)NCCCc2ccc(C)c(C)c2)ccc1OCCN. Given the product COc1cc(CC(=O)NCCCc2ccc(C)c(C)c2)ccc1OCCNC(=O)c1ccccc1OC(C)=O, predict the reactants needed to synthesize it.